Dataset: Forward reaction prediction with 1.9M reactions from USPTO patents (1976-2016). Task: Predict the product of the given reaction. (1) The product is: [ClH:27].[NH:8]1[CH2:12][CH2:11][C:10]([C:13]2[CH:18]=[CH:17][C:16]([N:19]([CH3:26])[C:20](=[O:25])[C:21]([F:23])([F:24])[F:22])=[CH:15][CH:14]=2)=[N:9]1. Given the reactants C(OC([N:8]1[CH2:12][CH2:11][C:10]([C:13]2[CH:18]=[CH:17][C:16]([N:19]([CH3:26])[C:20](=[O:25])[C:21]([F:24])([F:23])[F:22])=[CH:15][CH:14]=2)=[N:9]1)=O)(C)(C)C.[ClH:27], predict the reaction product. (2) Given the reactants [NH2:1][C:2]1[S:3][C:4]([S:10]([N:13]2[CH2:18][CH2:17][C:16]([F:20])([F:19])[CH2:15][CH2:14]2)(=[O:12])=[O:11])=[CH:5][C:6]=1[C:7]([NH2:9])=[O:8].[I-].ClC1C=CC=C[N+]=1C.[F:30][C:31]1[CH:39]=[CH:38][CH:37]=[CH:36][C:32]=1[C:33](O)=[O:34], predict the reaction product. The product is: [F:19][C:16]1([F:20])[CH2:17][CH2:18][N:13]([S:10]([C:4]2[S:3][C:2]([NH:1][C:33](=[O:34])[C:32]3[CH:36]=[CH:37][CH:38]=[CH:39][C:31]=3[F:30])=[C:6]([C:7]([NH2:9])=[O:8])[CH:5]=2)(=[O:12])=[O:11])[CH2:14][CH2:15]1.